From a dataset of Peptide-MHC class I binding affinity with 185,985 pairs from IEDB/IMGT. Regression. Given a peptide amino acid sequence and an MHC pseudo amino acid sequence, predict their binding affinity value. This is MHC class I binding data. The peptide sequence is YLSAKITTL. The MHC is HLA-A02:01 with pseudo-sequence HLA-A02:01. The binding affinity (normalized) is 0.842.